This data is from Catalyst prediction with 721,799 reactions and 888 catalyst types from USPTO. The task is: Predict which catalyst facilitates the given reaction. Reactant: [Si]([O:8][C@H:9]([C:45]1[CH:54]=[CH:53][C:52]([OH:55])=[C:51]2[C:46]=1[CH:47]=[CH:48][C:49](=[O:56])[NH:50]2)[CH2:10][NH:11][CH2:12][CH2:13][CH2:14][CH2:15][CH2:16][CH2:17][CH2:18][CH2:19][CH2:20][N:21]([CH3:44])[C@H:22]1[C@H:26]2[CH2:27][CH2:28][C@@H:23]1[C@H:24]([O:29][C:30](=[O:43])[C:31]([OH:42])([C:37]1[S:38][CH:39]=[CH:40][CH:41]=1)[C:32]1[S:33][CH:34]=[CH:35][CH:36]=1)[CH2:25]2)(C(C)(C)C)(C)C.F.F.F.C(N(CC)CC)C.C([O-])(O)=O.[Na+]. Product: [OH:8][C@H:9]([C:45]1[CH:54]=[CH:53][C:52]([OH:55])=[C:51]2[C:46]=1[CH:47]=[CH:48][C:49](=[O:56])[NH:50]2)[CH2:10][NH:11][CH2:12][CH2:13][CH2:14][CH2:15][CH2:16][CH2:17][CH2:18][CH2:19][CH2:20][N:21]([CH3:44])[C@H:22]1[C@H:26]2[CH2:27][CH2:28][C@@H:23]1[C@H:24]([O:29][C:30](=[O:43])[C:31]([OH:42])([C:32]1[S:33][CH:34]=[CH:35][CH:36]=1)[C:37]1[S:38][CH:39]=[CH:40][CH:41]=1)[CH2:25]2. The catalyst class is: 76.